This data is from Peptide-MHC class II binding affinity with 134,281 pairs from IEDB. The task is: Regression. Given a peptide amino acid sequence and an MHC pseudo amino acid sequence, predict their binding affinity value. This is MHC class II binding data. (1) The binding affinity (normalized) is 0.306. The MHC is HLA-DQA10102-DQB10501 with pseudo-sequence HLA-DQA10102-DQB10501. The peptide sequence is GKTFSVGTGNCTTNI. (2) The peptide sequence is PEHRQLANAIFKLTYQN. The MHC is DRB1_0301 with pseudo-sequence DRB1_0301. The binding affinity (normalized) is 0.411. (3) The peptide sequence is NQAFRNIVNMLHGVR. The MHC is DRB1_1101 with pseudo-sequence DRB1_1101. The binding affinity (normalized) is 0.530. (4) The peptide sequence is INEPTAAAIEYGLDR. The MHC is HLA-DQA10102-DQB10602 with pseudo-sequence HLA-DQA10102-DQB10602. The binding affinity (normalized) is 0.628. (5) The peptide sequence is IGRNPNRDGDSYYYS. The MHC is DRB4_0103 with pseudo-sequence DRB4_0103. The binding affinity (normalized) is 0.397. (6) The MHC is DRB5_0101 with pseudo-sequence DRB5_0101. The binding affinity (normalized) is 0.351. The peptide sequence is ASVGKMIDGIGRFYI. (7) The peptide sequence is IKKYFAATQFEPLAA. The MHC is HLA-DPA10201-DPB11401 with pseudo-sequence HLA-DPA10201-DPB11401. The binding affinity (normalized) is 0.748.